From a dataset of Full USPTO retrosynthesis dataset with 1.9M reactions from patents (1976-2016). Predict the reactants needed to synthesize the given product. (1) The reactants are: [NH2:1][C@@H:2]([C:6]([OH:8])=[O:7])[C@@H:3]([CH3:5])[OH:4].C(=O)([O-])[O-].[K+].[K+].[Cl:15][C:16]1[C:23]([CH3:24])=[C:22](F)[CH:21]=[CH:20][C:17]=1[C:18]#[N:19].C(O)(=O)CC(CC(O)=O)(C(O)=O)O.O.C(O)(=O)CC(CC(O)=O)(C(O)=O)O. Given the product [Cl:15][C:16]1[C:23]([CH3:24])=[C:22]([NH:1][C@H:2]([C@H:3]([OH:4])[CH3:5])[C:6]([OH:8])=[O:7])[CH:21]=[CH:20][C:17]=1[C:18]#[N:19], predict the reactants needed to synthesize it. (2) Given the product [CH3:22][O:21][C:18]1[CH:17]=[CH:16][C:15]([CH2:14][N:7]2[CH:8]=[C:9]3[C:5]([N:4]([CH3:1])[CH2:23][CH:12]=[CH:11][C:10]3=[O:13])=[N:6]2)=[CH:20][CH:19]=1, predict the reactants needed to synthesize it. The reactants are: [CH2:1]([N:4]([CH3:23])[C:5]1[C:9]([C:10](=[O:13])[CH:11]=[CH2:12])=[CH:8][N:7]([CH2:14][C:15]2[CH:20]=[CH:19][C:18]([O:21][CH3:22])=[CH:17][CH:16]=2)[N:6]=1)C=C. (3) Given the product [C:1]1([S:7]([C:10]2[CH:11]=[C:12]3[C:17](=[CH:18][CH:19]=2)[CH:16]([CH2:20][NH:21][C:25]2[NH:29][CH2:28][CH2:27][N:26]=2)[CH2:15][CH2:14][CH2:13]3)(=[O:9])=[O:8])[CH:2]=[CH:3][CH:4]=[CH:5][CH:6]=1, predict the reactants needed to synthesize it. The reactants are: [C:1]1([S:7]([C:10]2[CH:11]=[C:12]3[C:17](=[CH:18][CH:19]=2)[CH:16]([CH2:20][NH2:21])[CH2:15][CH2:14][CH2:13]3)(=[O:9])=[O:8])[CH:6]=[CH:5][CH:4]=[CH:3][CH:2]=1.I.CS[C:25]1[NH:26][CH2:27][CH2:28][N:29]=1. (4) Given the product [CH3:1][O:2][CH2:3][CH2:4][N:6]1[C:15]2[C:10](=[CH:11][CH:12]=[C:13]([N+:16]([O-:18])=[O:17])[CH:14]=2)[CH2:9][CH2:8][CH2:7]1, predict the reactants needed to synthesize it. The reactants are: [CH3:1][O:2][CH2:3][C:4]([N:6]1[C:15]2[C:10](=[CH:11][CH:12]=[C:13]([N+:16]([O-:18])=[O:17])[CH:14]=2)[CH2:9][CH2:8][CH2:7]1)=O.Cl.O. (5) Given the product [C:34]([N:37]1[CH2:42][CH2:41][N:40]([CH2:31][CH2:32][N:19]2[C:18](=[O:23])/[C:17](=[CH:16]/[C:12]3[CH:11]=[C:10]4[C:15](=[CH:14][CH:13]=3)[N:7]([CH2:6][C:5]3[CH:24]=[CH:25][C:2]([Cl:1])=[CH:3][C:4]=3[C:26]([F:27])([F:29])[F:28])[N:8]=[CH:9]4)/[S:21][C:20]2=[O:22])[CH2:39][CH2:38]1)(=[O:36])[CH3:35], predict the reactants needed to synthesize it. The reactants are: [Cl:1][C:2]1[CH:25]=[CH:24][C:5]([CH2:6][N:7]2[C:15]3[C:10](=[CH:11][C:12](/[CH:16]=[C:17]4/[C:18](=[O:23])[NH:19][C:20](=[O:22])[S:21]/4)=[CH:13][CH:14]=3)[CH:9]=[N:8]2)=[C:4]([C:26]([F:29])([F:28])[F:27])[CH:3]=1.Br[CH2:31][CH2:32]Cl.[C:34]([N:37]1[CH2:42][CH2:41][NH:40][CH2:39][CH2:38]1)(=[O:36])[CH3:35].